Dataset: Peptide-MHC class I binding affinity with 185,985 pairs from IEDB/IMGT. Task: Regression. Given a peptide amino acid sequence and an MHC pseudo amino acid sequence, predict their binding affinity value. This is MHC class I binding data. (1) The peptide sequence is RPALVFDITK. The MHC is HLA-B44:03 with pseudo-sequence HLA-B44:03. The binding affinity (normalized) is 0.108. (2) The peptide sequence is KAGQYVTIW. The MHC is HLA-B58:01 with pseudo-sequence HLA-B58:01. The binding affinity (normalized) is 0.851. (3) The peptide sequence is IPRQWHPFA. The MHC is HLA-B40:01 with pseudo-sequence HLA-B40:01. The binding affinity (normalized) is 0.0847. (4) The peptide sequence is RDWAHNSL. The MHC is HLA-B07:02 with pseudo-sequence HLA-B07:02. The binding affinity (normalized) is 0.201. (5) The peptide sequence is GAGDFSHGW. The MHC is HLA-A02:01 with pseudo-sequence HLA-A02:01. The binding affinity (normalized) is 0.0847. (6) The peptide sequence is AKLTEAITA. The MHC is HLA-A02:01 with pseudo-sequence HLA-A02:01. The binding affinity (normalized) is 0.0518. (7) The peptide sequence is QQLEADYTF. The MHC is HLA-B08:01 with pseudo-sequence HLA-B08:01. The binding affinity (normalized) is 0.0847. (8) The peptide sequence is RVYLNGIGK. The MHC is HLA-B08:02 with pseudo-sequence HLA-B08:02. The binding affinity (normalized) is 0.0847.